Task: Predict the product of the given reaction.. Dataset: Forward reaction prediction with 1.9M reactions from USPTO patents (1976-2016) (1) Given the reactants C(N(CC)CC)C.Cl.Cl.[NH2:10][C@H:11]1[CH:16]2[CH2:17][CH2:18][N:13]([CH2:14][CH2:15]2)[CH2:12]1.[CH3:19][CH2:20][CH2:21][CH2:22][C:23]1[CH:24]=[CH:25][C:26]([C:29](O)=[O:30])=[N:27][CH:28]=1.[I-].ClC1C=CC=C[N+]=1C, predict the reaction product. The product is: [CH2:22]([C:23]1[CH:24]=[CH:25][C:26]([C:29]([NH:10][C@H:11]2[CH:16]3[CH2:17][CH2:18][N:13]([CH2:14][CH2:15]3)[CH2:12]2)=[O:30])=[N:27][CH:28]=1)[CH2:21][CH2:20][CH3:19]. (2) Given the reactants [NH2:1][C:2]1[NH:3][CH:4]([CH:20]([CH3:22])[CH3:21])[C:5]([C:15]([O:17][CH2:18][CH3:19])=[O:16])=[C:6]([C:8]2[CH:13]=[CH:12][C:11]([F:14])=[CH:10][CH:9]=2)[N:7]=1, predict the reaction product. The product is: [NH2:1][C:2]1[N:7]=[C:6]([C:8]2[CH:9]=[CH:10][C:11]([F:14])=[CH:12][CH:13]=2)[C:5]([C:15]([O:17][CH2:18][CH3:19])=[O:16])=[C:4]([CH:20]([CH3:21])[CH3:22])[N:3]=1. (3) Given the reactants Br[C:2]1[CH:7]=[CH:6][C:5]([S:8]([NH:11][CH2:12][CH:13]2[CH2:15][CH2:14]2)(=[O:10])=[O:9])=[C:4]([O:16][C:17]([F:20])([F:19])[F:18])[CH:3]=1.[C:21]([C:23]1[N:27]([CH3:28])[C:26](B(O)O)=[CH:25][CH:24]=1)#[N:22].[F-].[K+].C(P(C(C)(C)C)C(C)(C)C)(C)(C)C, predict the reaction product. The product is: [C:21]([C:23]1[N:27]([CH3:28])[C:26]([C:2]2[CH:7]=[CH:6][C:5]([S:8]([NH:11][CH2:12][CH:13]3[CH2:15][CH2:14]3)(=[O:10])=[O:9])=[C:4]([O:16][C:17]([F:20])([F:19])[F:18])[CH:3]=2)=[CH:25][CH:24]=1)#[N:22]. (4) The product is: [CH2:1]([C:8]1([C:21]([N:37]=[N+:38]=[N-:39])=[O:23])[CH2:9][CH:10]2[CH2:14][N:13]([C:15](=[O:19])[N:16]([CH3:17])[CH3:18])[CH2:12][CH:11]2[CH2:20]1)[C:2]1[CH:3]=[CH:4][CH:5]=[CH:6][CH:7]=1. Given the reactants [CH2:1]([C:8]1([C:21]([OH:23])=O)[CH2:20][CH:11]2[CH2:12][N:13]([C:15](=[O:19])[N:16]([CH3:18])[CH3:17])[CH2:14][CH:10]2[CH2:9]1)[C:2]1[CH:7]=[CH:6][CH:5]=[CH:4][CH:3]=1.C(N(CC)CC)C.ClC(OCC)=O.[N-:37]=[N+:38]=[N-:39].[Na+], predict the reaction product. (5) Given the reactants Br[C:2]1[N:7]=[C:6]([C:8]([NH:10][C:11]2[CH:12]=[N:13][N:14]([CH3:32])[C:15]=2[C@H:16]2[O:22][CH2:21][C@@H:20]([F:23])[C@H:19]([NH:24]C(=O)OC(C)(C)C)[CH2:18][CH2:17]2)=[O:9])[CH:5]=[CH:4][C:3]=1[F:33].[F:34][C:35]1[CH:40]=[C:39]([O:41][CH3:42])[CH:38]=[CH:37][C:36]=1B(O)O, predict the reaction product. The product is: [NH2:24][C@H:19]1[C@H:20]([F:23])[CH2:21][O:22][C@H:16]([C:15]2[N:14]([CH3:32])[N:13]=[CH:12][C:11]=2[NH:10][C:8](=[O:9])[C:6]2[CH:5]=[CH:4][C:3]([F:33])=[C:2]([C:36]3[CH:37]=[CH:38][C:39]([O:41][CH3:42])=[CH:40][C:35]=3[F:34])[N:7]=2)[CH2:17][CH2:18]1. (6) Given the reactants [ClH:1].[CH:2]1[C:14]2[NH:13][C:12]3[C:7](=[CH:8][CH:9]=[CH:10][CH:11]=3)[C:6]=2[CH:5]=[CH:4][C:3]=1[O:15][CH2:16][CH2:17][NH:18][CH2:19][CH:20]([C:22]1[CH:23]=[CH:24][C:25]([O:35]CC2C=CC=CC=2)=[C:26]([NH:28][S:29]([N:32]([CH3:34])[CH3:33])(=[O:31])=[O:30])[CH:27]=1)[OH:21].CO.C(OCC)(=O)C, predict the reaction product. The product is: [ClH:1].[CH:2]1[C:14]2[NH:13][C:12]3[C:7](=[CH:8][CH:9]=[CH:10][CH:11]=3)[C:6]=2[CH:5]=[CH:4][C:3]=1[O:15][CH2:16][CH2:17][NH:18][CH2:19][CH:20]([C:22]1[CH:23]=[CH:24][C:25]([OH:35])=[C:26]([NH:28][S:29]([N:32]([CH3:33])[CH3:34])(=[O:30])=[O:31])[CH:27]=1)[OH:21]. (7) Given the reactants [C:1]([O:5][C:6]([N:8]1[CH2:11][CH:10](SC)[CH2:9]1)=[O:7])([CH3:4])([CH3:3])[CH3:2].O[O:15][S:16]([O-:18])=O.[K+].[CH3:20]O, predict the reaction product. The product is: [C:1]([O:5][C:6]([N:8]1[CH2:11][CH:10]([S:16]([CH3:20])(=[O:18])=[O:15])[CH2:9]1)=[O:7])([CH3:4])([CH3:2])[CH3:3].